The task is: Predict the product of the given reaction.. This data is from Forward reaction prediction with 1.9M reactions from USPTO patents (1976-2016). (1) Given the reactants Br[C:2]1[CH:11]=[CH:10][C:5]([C:6]([O:8]C)=[O:7])=[CH:4][C:3]=1[CH3:12].[CH3:13][O:14][C:15]1[CH:20]=[C:19]([O:21][CH3:22])[CH:18]=[CH:17][C:16]=1B(O)O.C(=O)([O-])[O-].[K+].[K+].[OH-].[Na+], predict the reaction product. The product is: [CH3:13][O:14][C:15]1[CH:20]=[C:19]([O:21][CH3:22])[CH:18]=[CH:17][C:16]=1[C:2]1[CH:11]=[CH:10][C:5]([C:6]([OH:8])=[O:7])=[CH:4][C:3]=1[CH3:12]. (2) Given the reactants [OH:1][C@H:2]([C@@H:20]([NH2:28])[CH2:21][C:22]1[CH:27]=[CH:26][CH:25]=[CH:24][CH:23]=1)[CH2:3][N:4]([CH2:13][C:14]1[CH:19]=[CH:18][CH:17]=[CH:16][CH:15]=1)[NH:5][C:6]([O:8][C:9]([CH3:12])([CH3:11])[CH3:10])=[O:7].C([O-])([O-])=O.[K+].[K+].[CH2:35]([O:42][C:43](Cl)=[O:44])[C:36]1[CH:41]=[CH:40][CH:39]=[CH:38][CH:37]=1.OS([O-])(=O)=O.[K+], predict the reaction product. The product is: [OH:1][C@H:2]([C@@H:20]([NH:28][C:43]([O:42][CH2:35][C:36]1[CH:41]=[CH:40][CH:39]=[CH:38][CH:37]=1)=[O:44])[CH2:21][C:22]1[CH:23]=[CH:24][CH:25]=[CH:26][CH:27]=1)[CH2:3][N:4]([CH2:13][C:14]1[CH:19]=[CH:18][CH:17]=[CH:16][CH:15]=1)[NH:5][C:6]([O:8][C:9]([CH3:12])([CH3:10])[CH3:11])=[O:7]. (3) Given the reactants C([Si](C)(C)[O:6][CH2:7][CH2:8][O:9][C:10]1[CH:15]=[CH:14][CH:13]=[CH:12][C:11]=1[NH:16][C:17]1[N:26]=[CH:25][C:24]2[C:19](=[CH:20][CH:21]=[C:22]([O:27][C:28]3[CH:33]=[CH:32][N:31]=[C:30]([C:34]([NH:36][CH3:37])=[O:35])[CH:29]=3)[CH:23]=2)[N:18]=1)(C)(C)C.CCCC[N+](CCCC)(CCCC)CCCC.[F-], predict the reaction product. The product is: [OH:6][CH2:7][CH2:8][O:9][C:10]1[CH:15]=[CH:14][CH:13]=[CH:12][C:11]=1[NH:16][C:17]1[N:26]=[CH:25][C:24]2[C:19](=[CH:20][CH:21]=[C:22]([O:27][C:28]3[CH:33]=[CH:32][N:31]=[C:30]([C:34]([NH:36][CH3:37])=[O:35])[CH:29]=3)[CH:23]=2)[N:18]=1. (4) Given the reactants [NH2:1][C:2]([C:6]1[CH:11]=[CH:10][CH:9]=[C:8]([Br:12])[CH:7]=1)([CH3:5])[C:3]#N.C[CH2:14][O:15]C(C)=O.[OH2:19], predict the reaction product. The product is: [CH3:14][O:15][C:3](=[O:19])[C:2]([NH2:1])([C:6]1[CH:11]=[CH:10][CH:9]=[C:8]([Br:12])[CH:7]=1)[CH3:5]. (5) Given the reactants [CH3:1][C:2]1[CH:7]=[C:6]([CH3:8])[CH:5]=[C:4]([CH3:9])[C:3]=1[N:10]=[C:11]=[O:12].[NH2:13][C:14]1[CH:19]=[C:18]([S:20]([CH3:23])(=[O:22])=[O:21])[CH:17]=[CH:16][C:15]=1[C:24]([NH:26][C@@H:27]([CH:35]1[CH2:40][CH2:39][CH2:38][CH2:37][CH2:36]1)[C:28]([O:30][C:31]([CH3:34])([CH3:33])[CH3:32])=[O:29])=[O:25].CCCCCC.C(OCC)(=O)C, predict the reaction product. The product is: [CH:35]1([C@H:27]([NH:26][C:24]([C:15]2[CH:16]=[CH:17][C:18]([S:20]([CH3:23])(=[O:21])=[O:22])=[CH:19][C:14]=2[NH:13][C:11]([NH:10][C:3]2[C:2]([CH3:1])=[CH:7][C:6]([CH3:8])=[CH:5][C:4]=2[CH3:9])=[O:12])=[O:25])[C:28]([O:30][C:31]([CH3:34])([CH3:33])[CH3:32])=[O:29])[CH2:36][CH2:37][CH2:38][CH2:39][CH2:40]1. (6) Given the reactants [F:1][C:2]1[CH:14]=[CH:13][C:5]([C:6]([O:8][C:9]([CH3:12])([CH3:11])[CH3:10])=[O:7])=[CH:4][C:3]=1[CH2:15][NH:16][CH2:17][CH2:18][C:19]1[CH:24]=[CH:23][CH:22]=[CH:21][CH:20]=1.[CH2:25]([O:32][C:33]([NH:35][C@@H:36]([C:39](O)=[O:40])[CH2:37][OH:38])=[O:34])[C:26]1[CH:31]=[CH:30][CH:29]=[CH:28][CH:27]=1.C1C=CC2N(O)N=NC=2C=1.O.CCN(CC)CC.CCN=C=NCCCN(C)C.Cl, predict the reaction product. The product is: [F:1][C:2]1[CH:14]=[CH:13][C:5]([C:6]([O:8][C:9]([CH3:12])([CH3:11])[CH3:10])=[O:7])=[CH:4][C:3]=1[CH2:15][N:16]([C:37](=[O:38])[C@@H:36]([CH2:39][OH:40])[NH:35][C:33]([O:32][CH2:25][C:26]1[CH:31]=[CH:30][CH:29]=[CH:28][CH:27]=1)=[O:34])[CH2:17][CH2:18][C:19]1[CH:20]=[CH:21][CH:22]=[CH:23][CH:24]=1. (7) Given the reactants [F:1][C:2]1[CH:7]=[C:6]([O:8][CH3:9])[C:5]([C:10]2[N:11]=[N:12][C:13]([N:16]([CH3:27])[CH:17]3[CH2:22][C:21]([CH3:24])([CH3:23])[NH:20][C:19]([CH3:26])([CH3:25])[CH2:18]3)=[CH:14][CH:15]=2)=[CH:4][C:3]=1B(O)O.Br[C:32]1[N:33]=[CH:34][NH:35][CH:36]=1, predict the reaction product. The product is: [F:1][C:2]1[C:3]([C:32]2[N:33]=[CH:34][NH:35][CH:36]=2)=[CH:4][C:5]([C:10]2[N:11]=[N:12][C:13]([N:16]([CH3:27])[CH:17]3[CH2:22][C:21]([CH3:24])([CH3:23])[NH:20][C:19]([CH3:26])([CH3:25])[CH2:18]3)=[CH:14][CH:15]=2)=[C:6]([O:8][CH3:9])[CH:7]=1. (8) Given the reactants [NH2:1][CH2:2][C:3]1[CH:4]=[N:5][C:6]([O:9][CH2:10][C:11](=[O:18])NCC(C)(C)C)=[CH:7][CH:8]=1.CC(C)(C)CN[C:23](COC1N=CC(C#N)=CC=1)=[O:24], predict the reaction product. The product is: [CH3:23][O:24][C:11]([CH2:10][O:9][C:6]1[N:5]=[CH:4][C:3]([C:2]#[N:1])=[CH:8][CH:7]=1)=[O:18]. (9) Given the reactants [N:1]1[CH:6]=[CH:5][CH:4]=[C:3]([C:7](=[O:9])[CH3:8])[CH:2]=1.[BH4-].[Na+].CC(C)=O.C(C(C(C([O-])=O)O)O)([O-])=O, predict the reaction product. The product is: [N:1]1[CH:6]=[CH:5][CH:4]=[C:3]([CH:7]([OH:9])[CH3:8])[CH:2]=1.